From a dataset of Reaction yield outcomes from USPTO patents with 853,638 reactions. Predict the reaction yield, written as a fraction of the theoretical maximum amount of product (1.0 means a 100% yield; for example, 0.34 means a 34% yield). (1) The reactants are [CH3:1][O:2][C:3]1[CH:8]=[CH:7][C:6]([N:9]2[CH2:14][CH2:13][O:12][CH2:11][CH2:10]2)=[CH:5][C:4]=1[NH:15][C:16](=[S:20])[C:17]([OH:19])=[O:18].[OH-].[Na+].Cl. The catalyst is O.[Fe-3](C#N)(C#N)(C#N)(C#N)(C#N)C#N.[K+].[K+].[K+]. The product is [CH3:1][O:2][C:3]1[C:4]2[N:15]=[C:16]([C:17]([OH:19])=[O:18])[S:20][C:5]=2[C:6]([N:9]2[CH2:10][CH2:11][O:12][CH2:13][CH2:14]2)=[CH:7][CH:8]=1. The yield is 0.840. (2) The reactants are F[C:2]1[CH:9]=[C:8]([F:10])[CH:7]=[C:6]([F:11])[C:3]=1[CH:4]=O.C(=O)([O-])[O-].[K+].[K+].[C:18]([O:22][CH2:23][CH3:24])(=[O:21])[CH2:19][SH:20].O. The catalyst is CN(C)C=O. The product is [F:11][C:6]1[C:3]2[CH:4]=[C:19]([C:18]([O:22][CH2:23][CH3:24])=[O:21])[S:20][C:2]=2[CH:9]=[C:8]([F:10])[CH:7]=1. The yield is 0.290. (3) The reactants are [OH-].[Na+].C[O:4][C:5](=[O:37])[CH2:6][CH2:7][C:8]1[CH:13]=[CH:12][C:11]([S:14][CH2:15][CH2:16][CH:17]([O:19][C:20]2[CH:25]=[CH:24][C:23]([CH2:26][CH3:27])=[CH:22][C:21]=2[C:28](=[O:35])[C:29]2[CH:34]=[CH:33][CH:32]=[CH:31][CH:30]=2)[CH3:18])=[CH:10][C:9]=1[CH3:36].Cl. The catalyst is CO. The product is [C:28]([C:21]1[CH:22]=[C:23]([CH2:26][CH3:27])[CH:24]=[CH:25][C:20]=1[O:19][CH:17]([CH3:18])[CH2:16][CH2:15][S:14][C:11]1[CH:12]=[CH:13][C:8]([CH2:7][CH2:6][C:5]([OH:37])=[O:4])=[C:9]([CH3:36])[CH:10]=1)(=[O:35])[C:29]1[CH:30]=[CH:31][CH:32]=[CH:33][CH:34]=1. The yield is 1.00. (4) The reactants are [C:1]([O:5][C:6]([C:8]1[C:16]2[CH2:15][CH2:14][O:13][CH:12]([CH2:17][N:18]3C(=O)C4C(=CC=CC=4)C3=O)[C:11]=2[S:10][C:9]=1[NH2:29])=[O:7])([CH3:4])([CH3:3])[CH3:2].O.NN. The catalyst is C(O)C. The product is [C:1]([O:5][C:6]([C:8]1[C:16]2[CH2:15][CH2:14][O:13][CH:12]([CH2:17][NH2:18])[C:11]=2[S:10][C:9]=1[NH2:29])=[O:7])([CH3:4])([CH3:2])[CH3:3]. The yield is 0.710. (5) The reactants are Cl.[Cl:2][C:3]1[CH:4]=[C:5]2[C:9](=[CH:10][CH:11]=1)[NH:8][CH:7]=[C:6]2[CH2:12][CH2:13][NH2:14].[CH2:15]([C:22]1[CH:30]=[CH:29][CH:28]=[CH:27][C:23]=1[C:24](O)=[O:25])[C:16]1[CH:21]=[CH:20][CH:19]=[CH:18][CH:17]=1.CN(C(ON1N=NC2C=CC=NC1=2)=[N+](C)C)C.F[P-](F)(F)(F)(F)F.C(N(CC)C(C)C)(C)C. The catalyst is CN(C=O)C.ClCCl.CO. The product is [CH2:15]([C:22]1[CH:30]=[CH:29][CH:28]=[CH:27][C:23]=1[C:24]([NH:14][CH2:13][CH2:12][C:6]1[C:5]2[C:9](=[CH:10][CH:11]=[C:3]([Cl:2])[CH:4]=2)[NH:8][CH:7]=1)=[O:25])[C:16]1[CH:17]=[CH:18][CH:19]=[CH:20][CH:21]=1. The yield is 0.400. (6) The yield is 0.420. The catalyst is C(#N)C. The product is [F:25][C:26]1[CH:34]=[CH:33][C:32]([F:35])=[CH:31][C:27]=1[C:28]1[O:15][N:14]=[C:13]([CH2:12][N:8]2[C:9]3[C:5](=[C:4]([C:21]([F:24])([F:23])[F:22])[C:3]([C:1]#[N:2])=[CH:11][CH:10]=3)[CH:6]=[C:7]2[CH2:18][CH2:19][CH3:20])[N:16]=1. The reactants are [C:1]([C:3]1[C:4]([C:21]([F:24])([F:23])[F:22])=[C:5]2[C:9](=[CH:10][CH:11]=1)[N:8]([CH2:12]/[C:13](=[N:16]/[H])/[NH:14][OH:15])[C:7]([CH2:18][CH2:19][CH3:20])=[CH:6]2)#[N:2].[F:25][C:26]1[CH:34]=[CH:33][C:32]([F:35])=[CH:31][C:27]=1[C:28](Cl)=O.C(N(CC)C(C)C)(C)C.